This data is from NCI-60 drug combinations with 297,098 pairs across 59 cell lines. The task is: Regression. Given two drug SMILES strings and cell line genomic features, predict the synergy score measuring deviation from expected non-interaction effect. (1) Drug 1: CCCS(=O)(=O)NC1=C(C(=C(C=C1)F)C(=O)C2=CNC3=C2C=C(C=N3)C4=CC=C(C=C4)Cl)F. Drug 2: C1CCC(C1)C(CC#N)N2C=C(C=N2)C3=C4C=CNC4=NC=N3. Cell line: NCI/ADR-RES. Synergy scores: CSS=-3.08, Synergy_ZIP=0.667, Synergy_Bliss=-0.226, Synergy_Loewe=-1.32, Synergy_HSA=-1.90. (2) Drug 1: CC(C1=C(C=CC(=C1Cl)F)Cl)OC2=C(N=CC(=C2)C3=CN(N=C3)C4CCNCC4)N. Drug 2: CCC1(CC2CC(C3=C(CCN(C2)C1)C4=CC=CC=C4N3)(C5=C(C=C6C(=C5)C78CCN9C7C(C=CC9)(C(C(C8N6C)(C(=O)OC)O)OC(=O)C)CC)OC)C(=O)OC)O.OS(=O)(=O)O. Cell line: HCC-2998. Synergy scores: CSS=39.0, Synergy_ZIP=-1.77, Synergy_Bliss=3.97, Synergy_Loewe=-8.65, Synergy_HSA=2.87. (3) Drug 1: CC1C(C(CC(O1)OC2CC(CC3=C2C(=C4C(=C3O)C(=O)C5=C(C4=O)C(=CC=C5)OC)O)(C(=O)C)O)N)O.Cl. Drug 2: CC1CCCC2(C(O2)CC(NC(=O)CC(C(C(=O)C(C1O)C)(C)C)O)C(=CC3=CSC(=N3)C)C)C. Cell line: KM12. Synergy scores: CSS=13.0, Synergy_ZIP=-5.54, Synergy_Bliss=-5.58, Synergy_Loewe=-1.83, Synergy_HSA=-1.96.